From a dataset of Reaction yield outcomes from USPTO patents with 853,638 reactions. Predict the reaction yield, written as a fraction of the theoretical maximum amount of product (1.0 means a 100% yield; for example, 0.34 means a 34% yield). (1) The reactants are CCCC[N+](CCCC)(CCCC)CCCC.[F-].[Si]([O:26][CH2:27][CH2:28][CH:29]([N:31]1[N:35]=[N:34][C:33]([C:36]2[CH:41]=[CH:40][CH:39]=[C:38]([Cl:42])[CH:37]=2)=[N:32]1)[CH3:30])(C(C)(C)C)(C)C. The catalyst is C1COCC1. The product is [Cl:42][C:38]1[CH:37]=[C:36]([C:33]2[N:34]=[N:35][N:31]([CH:29]([CH3:30])[CH2:28][CH2:27][OH:26])[N:32]=2)[CH:41]=[CH:40][CH:39]=1. The yield is 0.910. (2) The reactants are Br[C:2]1[N:7]=[CH:6][C:5]2[N:8]=[C:9]([CH3:14])[N:10]([CH:11]([CH3:13])[CH3:12])[C:4]=2[CH:3]=1.[Cl:15][C:16]1[N:20]([CH2:21][CH:22]2[CH2:24][CH2:23]2)[N:19]=[CH:18][C:17]=1[C:25]1[N:30]=[C:29]([NH2:31])[CH:28]=[CH:27][N:26]=1.C(=O)([O-])[O-].[Cs+].[Cs+].C1(P(C2CCCCC2)C2C=CC=CC=2C2C(C(C)C)=CC(C(C)C)=CC=2C(C)C)CCCCC1. The catalyst is C1C=CC(/C=C/C(/C=C/C2C=CC=CC=2)=O)=CC=1.C1C=CC(/C=C/C(/C=C/C2C=CC=CC=2)=O)=CC=1.C1C=CC(/C=C/C(/C=C/C2C=CC=CC=2)=O)=CC=1.[Pd].[Pd].O1CCOCC1. The product is [Cl:15][C:16]1[N:20]([CH2:21][CH:22]2[CH2:23][CH2:24]2)[N:19]=[CH:18][C:17]=1[C:25]1[N:30]=[C:29]([NH:31][C:2]2[N:7]=[CH:6][C:5]3[N:8]=[C:9]([CH3:14])[N:10]([CH:11]([CH3:13])[CH3:12])[C:4]=3[CH:3]=2)[CH:28]=[CH:27][N:26]=1. The yield is 0.0360. (3) The reactants are [OH:1][C@H:2]([CH2:9][OH:10])[CH2:3][C:4]([O:6][CH2:7][CH3:8])=[O:5].C(N(CC)CC)C.[C:18](Cl)([C:31]1[CH:36]=[CH:35][CH:34]=[CH:33][CH:32]=1)([C:25]1[CH:30]=[CH:29][CH:28]=[CH:27][CH:26]=1)[C:19]1[CH:24]=[CH:23][CH:22]=[CH:21][CH:20]=1. The catalyst is C(Cl)Cl.CN(C1C=CN=CC=1)C. The product is [OH:1][C@H:2]([CH2:9][O:10][C:18]([C:19]1[CH:24]=[CH:23][CH:22]=[CH:21][CH:20]=1)([C:31]1[CH:32]=[CH:33][CH:34]=[CH:35][CH:36]=1)[C:25]1[CH:26]=[CH:27][CH:28]=[CH:29][CH:30]=1)[CH2:3][C:4]([O:6][CH2:7][CH3:8])=[O:5]. The yield is 0.310. (4) The reactants are C([CH:5]1[CH2:10][CH:9]([CH2:11][CH2:12][N:13]2[C:17]3=[CH:18][N:19]=[C:20]([NH2:22])[CH:21]=[C:16]3[CH:15]=[C:14]2[C:23]2[O:31][C:27]3=[CH:28][CH:29]=[CH:30][C:26]3=[CH:25][CH:24]=2)[CH2:8][CH2:7][N:6]1C(N)=O)(C)(C)C.[ClH:35]. The catalyst is C(Cl)Cl.O1CCOCC1. The product is [ClH:35].[ClH:35].[O:31]1[C:27]2=[CH:28][CH:29]=[CH:30][C:26]2=[CH:25][CH:24]=[C:23]1[C:14]1[N:13]([CH2:12][CH2:11][CH:9]2[CH2:10][CH2:5][NH:6][CH2:7][CH2:8]2)[C:17]2=[CH:18][N:19]=[C:20]([NH2:22])[CH:21]=[C:16]2[CH:15]=1. The yield is 1.00. (5) The reactants are [CH2:1]([N:8]([CH3:16])[CH2:9][C:10]1[CH:15]=[CH:14][CH:13]=[CH:12][N:11]=1)[C:2]1[CH:7]=[CH:6][CH:5]=[CH:4][CH:3]=1.Cl[CH2:18][C:19](=O)[CH3:20]. No catalyst specified. The product is [CH2:1]([N:8]([CH3:16])[C:9]1[C:19]([CH3:20])=[CH:18][N:11]2[C:10]=1[CH:15]=[CH:14][CH:13]=[CH:12]2)[C:2]1[CH:3]=[CH:4][CH:5]=[CH:6][CH:7]=1. The yield is 0.340. (6) The reactants are [Cl:1][C:2]1[C:10]([N:11]([CH3:20])[S:12]([C:15]2[S:16][CH:17]=[CH:18][CH:19]=2)(=[O:14])=[O:13])=[C:9]2[C:5]([CH:6]=[C:7]([C:21](=[S:23])[NH2:22])[NH:8]2)=[CH:4][CH:3]=1.Br[CH:25]([CH:28]=O)[CH:26]=[O:27].CN(C)C(=O)C. The catalyst is O. The product is [Cl:1][C:2]1[C:10]([N:11]([CH3:20])[S:12]([C:15]2[S:16][CH:17]=[CH:18][CH:19]=2)(=[O:14])=[O:13])=[C:9]2[C:5]([CH:6]=[C:7]([C:21]3[S:23][C:25]([CH2:26][OH:27])=[CH:28][N:22]=3)[NH:8]2)=[CH:4][CH:3]=1. The yield is 0.540. (7) The reactants are [O:1]=[C:2]([C:13]1[O:14][C:15]([C:18]2[CH:23]=[CH:22][CH:21]=[CH:20][N:19]=2)=[CH:16][N:17]=1)[CH2:3][CH2:4][CH2:5][CH2:6][C:7]#[C:8][Si](C)(C)C.[N+](CCCC)(CCCC)(CCCC)CCCC.[F-]. The catalyst is C1COCC1. The product is [O:1]=[C:2]([C:13]1[O:14][C:15]([C:18]2[CH:23]=[CH:22][CH:21]=[CH:20][N:19]=2)=[CH:16][N:17]=1)[CH2:3][CH2:4][CH2:5][CH2:6][C:7]#[CH:8]. The yield is 0.770. (8) The reactants are [CH3:1][O:2][C:3](=[O:21])[C:4]1[CH:9]=[C:8](Br)[C:7]([F:11])=[C:6]([F:12])[C:5]=1[NH:13][C:14]1[CH:19]=[CH:18][CH:17]=[CH:16][C:15]=1[Cl:20].[CH3:22][N:23]1CCCC1=O. The catalyst is C1(P(C2C=CC=CC=2)[C-]2C=CC=C2)C=CC=CC=1.[C-]1(P(C2C=CC=CC=2)C2C=CC=CC=2)C=CC=C1.[Fe+2].C1C=CC(/C=C/C(/C=C/C2C=CC=CC=2)=O)=CC=1.C1C=CC(/C=C/C(/C=C/C2C=CC=CC=2)=O)=CC=1.C1C=CC(/C=C/C(/C=C/C2C=CC=CC=2)=O)=CC=1.[Pd].[Pd].[C-]#N.[C-]#N.[Zn+2]. The product is [CH3:1][O:2][C:3](=[O:21])[C:4]1[CH:9]=[C:8]([C:22]#[N:23])[C:7]([F:11])=[C:6]([F:12])[C:5]=1[NH:13][C:14]1[CH:19]=[CH:18][CH:17]=[CH:16][C:15]=1[Cl:20]. The yield is 0.520. (9) The reactants are [CH2:1]([C@@H:8]1[C@@H:16]([O:17][CH2:18][CH2:19][CH:20]([OH:22])[CH3:21])[C@H:15]([CH3:23])[O:14][C:13](=[O:24])[C@@H:12]([NH:25][C:26](=[O:32])[O:27][C:28]([CH3:31])([CH3:30])[CH3:29])[CH2:11][O:10][CH2:9]1)[C:2]1[CH:7]=[CH:6][CH:5]=[CH:4][CH:3]=1.[CH3:33]N(C1C2C(N(C)C)=CC=CC=2C=CC=1)C.F[B-](F)(F)F.C[O+](C)C.C([O-])(O)=O.[Na+]. The catalyst is C(Cl)Cl. The product is [CH2:1]([C@@H:8]1[C@@H:16]([O:17][CH2:18][CH2:19][CH:20]([O:22][CH3:33])[CH3:21])[C@H:15]([CH3:23])[O:14][C:13](=[O:24])[C@@H:12]([NH:25][C:26](=[O:32])[O:27][C:28]([CH3:30])([CH3:29])[CH3:31])[CH2:11][O:10][CH2:9]1)[C:2]1[CH:3]=[CH:4][CH:5]=[CH:6][CH:7]=1. The yield is 0.840.